Dataset: Forward reaction prediction with 1.9M reactions from USPTO patents (1976-2016). Task: Predict the product of the given reaction. (1) Given the reactants S(=O)(=O)(O)O.[Cl:6][C:7]1[N:8]=[N:9][C:10]([Cl:13])=[CH:11][CH:12]=1.[CH:14]1(C(O)=O)[CH2:17][CH2:16][CH2:15]1.S(OOS([O-])(=O)=O)([O-])(=O)=O.[NH4+].[NH4+].N, predict the reaction product. The product is: [Cl:6][C:7]1[N:8]=[N:9][C:10]([Cl:13])=[CH:11][C:12]=1[CH:14]1[CH2:17][CH2:16][CH2:15]1. (2) Given the reactants [NH2:1][C:2]1[C:11]2[N:10]=[CH:9][C:8]([CH2:12][CH2:13][C:14]3[CH:19]=[CH:18][C:17]([C:20](=O)[CH3:21])=[CH:16][CH:15]=3)=[CH:7][C:6]=2[C:5]2[CH:23]=[CH:24][C:25]([CH3:27])=[CH:26][C:4]=2[N:3]=1.[CH3:28][N:29]([CH3:34])[CH:30](C)[CH2:31][NH2:32].[C:35](O)(C(F)(F)F)=O, predict the reaction product. The product is: [NH2:1][C:2]1[C:11]2[N:10]=[CH:9][C:8]([CH2:12][CH2:13][C:14]3[CH:19]=[CH:18][C:17]([CH:20]([NH:32][CH:31]([CH3:35])[CH2:30][N:29]([CH3:34])[CH3:28])[CH3:21])=[CH:16][CH:15]=3)=[CH:7][C:6]=2[C:5]2[CH:23]=[CH:24][C:25]([CH3:27])=[CH:26][C:4]=2[N:3]=1.